This data is from Peptide-MHC class I binding affinity with 185,985 pairs from IEDB/IMGT. The task is: Regression. Given a peptide amino acid sequence and an MHC pseudo amino acid sequence, predict their binding affinity value. This is MHC class I binding data. (1) The peptide sequence is ARWLASTPL. The MHC is HLA-B45:06 with pseudo-sequence HLA-B45:06. The binding affinity (normalized) is 0.213. (2) The peptide sequence is VMPKTGLLIIV. The MHC is Mamu-A01 with pseudo-sequence Mamu-A01. The binding affinity (normalized) is 0.230. (3) The peptide sequence is AYISSEATTPV. The MHC is Mamu-A02 with pseudo-sequence Mamu-A02. The binding affinity (normalized) is 0.272. (4) The peptide sequence is RMMATKDSF. The MHC is HLA-B39:01 with pseudo-sequence HLA-B39:01. The binding affinity (normalized) is 0.0847. (5) The peptide sequence is LRQGYRPVFS. The MHC is HLA-B27:05 with pseudo-sequence HLA-B27:05. The binding affinity (normalized) is 0.376.